From a dataset of Catalyst prediction with 721,799 reactions and 888 catalyst types from USPTO. Predict which catalyst facilitates the given reaction. (1) Reactant: [F:1][C:2]1[CH:3]=[C:4]([C:13]2[N:18]=[C:17]([N:19]3[CH2:23][CH:22]([CH3:24])[CH2:21][C:20]3([CH3:26])[CH3:25])[C:16](C(O)=O)=[CH:15][CH:14]=2)[CH:5]=[C:6]([O:8][CH2:9][CH:10]([CH3:12])[CH3:11])[CH:7]=1.Cl[S:31]([N:34]=[C:35]=[O:36])(=[O:33])=[O:32].C(N(CC)CC)C.[C:44]([O:48][C:49](=[O:58])[NH:50][C:51]1([CH3:57])[CH2:56][CH2:55][CH2:54][NH:53][CH2:52]1)([CH3:47])([CH3:46])[CH3:45]. Product: [F:1][C:2]1[CH:3]=[C:4]([C:13]2[CH:14]=[CH:15][C:16]([C:35]([NH:34][S:31]([N:53]3[CH2:54][CH2:55][CH2:56][C:51]([NH:50][C:49](=[O:58])[O:48][C:44]([CH3:47])([CH3:46])[CH3:45])([CH3:57])[CH2:52]3)(=[O:33])=[O:32])=[O:36])=[C:17]([N:19]3[CH2:23][CH:22]([CH3:24])[CH2:21][C:20]3([CH3:25])[CH3:26])[N:18]=2)[CH:5]=[C:6]([O:8][CH2:9][CH:10]([CH3:12])[CH3:11])[CH:7]=1. The catalyst class is: 4. (2) Reactant: [CH3:1][N:2]1[CH2:7][CH2:6][C@H:5]([C:8]2[CH:13]=[CH:12][C:11]([Cl:14])=[C:10]([Cl:15])[CH:9]=2)[C@H:4]([CH2:16][OH:17])[CH2:3]1.[H-].[Na+].S(OCC)(O[CH2:24][CH3:25])(=O)=O.O. Product: [CH3:1][N:2]1[CH2:7][CH2:6][C@H:5]([C:8]2[CH:13]=[CH:12][C:11]([Cl:14])=[C:10]([Cl:15])[CH:9]=2)[C@H:4]([CH2:16][O:17][CH2:24][CH3:25])[CH2:3]1. The catalyst class is: 7. (3) Reactant: CO[C:3]([C:5]1[C:14]2[C:9](=[CH:10][CH:11]=[CH:12][CH:13]=2)[N:8]=[C:7]([OH:15])[CH:6]=1)=[O:4].[CH2:16]([CH2:18][NH2:19])[OH:17]. Product: [OH:17][CH2:16][CH2:18][NH:19][C:3]([C:5]1[C:14]2[C:9](=[CH:10][CH:11]=[CH:12][CH:13]=2)[N:8]=[C:7]([OH:15])[CH:6]=1)=[O:4]. The catalyst class is: 22. (4) Reactant: [NH2:1][CH:2]1[CH2:11][C:10]2[C:5](=[CH:6][C:7]([Cl:12])=[CH:8][CH:9]=2)[NH:4][C:3]1=[O:13].[H-].[Na+].Br[CH2:17][C:18]([O:20][CH3:21])=[O:19]. Product: [CH3:21][O:20][C:18](=[O:19])[CH2:17][N:4]1[C:5]2[C:10](=[CH:9][CH:8]=[C:7]([Cl:12])[CH:6]=2)[CH2:11][CH:2]([NH2:1])[C:3]1=[O:13]. The catalyst class is: 3.